From a dataset of Forward reaction prediction with 1.9M reactions from USPTO patents (1976-2016). Predict the product of the given reaction. (1) Given the reactants CC1(C)C(C)(C)OB([C:9]2[CH:14]=[CH:13][CH:12]=[C:11]([N+:15]([O-:17])=[O:16])[CH:10]=2)O1.I[C:20]1[CH:21]=[C:22]([CH:26]=[CH:27][C:28]=1[CH3:29])[C:23]([OH:25])=[O:24].C(=O)([O-])[O-].[K+].[K+].C([O-])(O)=O.[Na+], predict the reaction product. The product is: [CH3:29][C:28]1[C:27]([C:9]2[CH:14]=[CH:13][CH:12]=[C:11]([N+:15]([O-:17])=[O:16])[CH:10]=2)=[CH:26][C:22]([C:23]([OH:25])=[O:24])=[CH:21][CH:20]=1. (2) Given the reactants Cl.C(OC([N:9]1[C:13]2=[C:14]([NH:29][S:30]([C:33]3([CH2:36][CH:37]([OH:40])[CH2:38][OH:39])[CH2:35][CH2:34]3)(=[O:32])=[O:31])[C:15]([NH:20][C:21]3[CH:26]=[CH:25][C:24]([Br:27])=[CH:23][C:22]=3[F:28])=[C:16]([CH3:19])[C:17](=[O:18])[N:12]2[CH2:11][CH2:10]1)=O)(C)(C)C.CO, predict the reaction product. The product is: [Br:27][C:24]1[CH:25]=[CH:26][C:21]([NH:20][C:15]2[C:14]([NH:29][S:30]([C:33]3([CH2:36][CH:37]([OH:40])[CH2:38][OH:39])[CH2:34][CH2:35]3)(=[O:32])=[O:31])=[C:13]3[NH:9][CH2:10][CH2:11][N:12]3[C:17](=[O:18])[C:16]=2[CH3:19])=[C:22]([F:28])[CH:23]=1. (3) Given the reactants [Cl:1][C:2]1[C:7]([S:8]([N:11]([O:13][CH3:14])[CH3:12])(=[O:10])=[O:9])=[C:6]([OH:15])[C:5]([NH:16][C:17]2[C:20](=[O:21])[C:19](=[O:22])[C:18]=2OCC)=[CH:4][CH:3]=1.[O:26]1[CH2:30][CH2:29][CH2:28][CH:27]1[C@H:31]([NH2:34])[CH2:32][CH3:33], predict the reaction product. The product is: [Cl:1][C:2]1[C:7]([S:8]([N:11]([O:13][CH3:14])[CH3:12])(=[O:9])=[O:10])=[C:6]([OH:15])[C:5]([NH:16][C:17]2[C:20](=[O:21])[C:19](=[O:22])[C:18]=2[NH:34][C@@H:31]([CH:27]2[CH2:28][CH2:29][CH2:30][O:26]2)[CH2:32][CH3:33])=[CH:4][CH:3]=1.